Dataset: Full USPTO retrosynthesis dataset with 1.9M reactions from patents (1976-2016). Task: Predict the reactants needed to synthesize the given product. (1) The reactants are: C([O:3][C:4](=[O:23])[C:5]([CH2:15][C:16]1[CH:21]=[CH:20][C:19](O)=[CH:18][CH:17]=1)([O:8][C:9]1[CH:14]=[CH:13][CH:12]=[CH:11][CH:10]=1)[CH2:6][CH3:7])C.[CH3:24][C:25]1[O:29][C:28]([C:30]2([CH3:36])[CH2:35][CH2:34][CH2:33][CH2:32][CH2:31]2)=[N:27][C:26]=1[CH2:37][CH2:38][O:39]S(C1C=CC(C)=CC=1)(=O)=O. Given the product [CH3:24][C:25]1[O:29][C:28]([C:30]2([CH3:36])[CH2:31][CH2:32][CH2:33][CH2:34][CH2:35]2)=[N:27][C:26]=1[CH2:37][CH2:38][O:39][C:19]1[CH:20]=[CH:21][C:16]([CH2:15][C:5]([O:8][C:9]2[CH:14]=[CH:13][CH:12]=[CH:11][CH:10]=2)([CH2:6][CH3:7])[C:4]([OH:23])=[O:3])=[CH:17][CH:18]=1, predict the reactants needed to synthesize it. (2) Given the product [N+:42]([O:45][CH2:35][CH2:34][CH2:33][C:32]([OH:31])=[O:37])([O-:44])=[O:43], predict the reactants needed to synthesize it. The reactants are: CC(C1C=C(SC(SC2C=C(C(C)(C)C)C([O:31][C:32](=[O:37])[CH2:33][CH2:34][CH2:35]Br)=C(C(C)(C)C)C=2)(C)C)C=C(C(C)(C)C)C=1O)(C)C.[N+:42]([O-:45])([O-:44])=[O:43].[Ag+]. (3) Given the product [CH2:56]([O:55][CH:51]([O:52][CH2:53][CH3:54])[C@@H:50]([N:38]([CH2:39][C:40]1[C:49]2[C:44](=[CH:45][CH:46]=[CH:47][CH:48]=2)[CH:43]=[CH:42][CH:41]=1)[C:36](=[O:37])[C@@H:23]([NH:22][C:19](=[O:21])[CH2:18][N:2]([CH3:1])[NH:3][C:4](=[O:17])[NH:5][CH2:6][C:7]1[C:16]2[C:11](=[CH:12][CH:13]=[CH:14][CH:15]=2)[CH:10]=[CH:9][CH:8]=1)[CH2:24][CH2:25][CH2:26][CH2:27][NH:28][C:29](=[O:35])[O:30][C:31]([CH3:33])([CH3:34])[CH3:32])[CH3:58])[CH3:57], predict the reactants needed to synthesize it. The reactants are: [CH3:1][N:2]([CH2:18][C:19]([OH:21])=O)[NH:3][C:4](=[O:17])[NH:5][CH2:6][C:7]1[C:16]2[C:11](=[CH:12][CH:13]=[CH:14][CH:15]=2)[CH:10]=[CH:9][CH:8]=1.[NH2:22][C@H:23]([C:36]([N:38]([C@@H:50]([CH3:58])[CH:51]([O:55][CH2:56][CH3:57])[O:52][CH2:53][CH3:54])[CH2:39][C:40]1[C:49]2[C:44](=[CH:45][CH:46]=[CH:47][CH:48]=2)[CH:43]=[CH:42][CH:41]=1)=[O:37])[CH2:24][CH2:25][CH2:26][CH2:27][NH:28][C:29](=[O:35])[O:30][C:31]([CH3:34])([CH3:33])[CH3:32]. (4) Given the product [Cl:1][C:2]1[CH:28]=[CH:27][C:5]([CH2:6][N:7]2[C:15]3[C:10](=[CH:11][C:12]([CH:16]=[C:17]4[S:21][C:20]([NH:33][CH2:34][CH:35]([OH:40])[CH2:36][C:37]([OH:39])=[O:38])=[N:19][C:18]4=[O:26])=[CH:13][CH:14]=3)[CH:9]=[N:8]2)=[C:4]([C:29]([F:30])([F:32])[F:31])[CH:3]=1, predict the reactants needed to synthesize it. The reactants are: [Cl:1][C:2]1[CH:28]=[CH:27][C:5]([CH2:6][N:7]2[C:15]3[C:10](=[CH:11][C:12]([CH:16]=[C:17]4[S:21][C:20](SCCC)=[N:19][C:18]4=[O:26])=[CH:13][CH:14]=3)[CH:9]=[N:8]2)=[C:4]([C:29]([F:32])([F:31])[F:30])[CH:3]=1.[NH2:33][CH2:34][CH:35]([OH:40])[CH2:36][C:37]([OH:39])=[O:38].